This data is from Reaction yield outcomes from USPTO patents with 853,638 reactions. The task is: Predict the reaction yield, written as a fraction of the theoretical maximum amount of product (1.0 means a 100% yield; for example, 0.34 means a 34% yield). The catalyst is ClCCl. The yield is 0.590. The product is [F:1][C:2]1[CH:7]=[C:6]([CH3:8])[CH:5]=[C:4]([N+:10]([O-:12])=[O:11])[C:3]=1[OH:9]. The reactants are [F:1][C:2]1[CH:7]=[C:6]([CH3:8])[CH:5]=[CH:4][C:3]=1[OH:9].[N+:10]([O-])([OH:12])=[O:11].